Dataset: Reaction yield outcomes from USPTO patents with 853,638 reactions. Task: Predict the reaction yield, written as a fraction of the theoretical maximum amount of product (1.0 means a 100% yield; for example, 0.34 means a 34% yield). The reactants are [CH:1]1([C:7]([CH:9]([C:13]2[CH:18]=[CH:17][CH:16]=[CH:15][CH:14]=2)[CH2:10][CH:11]=O)=[O:8])[CH2:6][CH2:5][CH2:4][CH2:3][CH2:2]1.[CH3:19][O:20][C:21]1[CH:26]=[CH:25][CH:24]=[CH:23][C:22]=1[N:27]1[CH2:32][CH2:31][NH:30][CH2:29][CH2:28]1.[Na]. No catalyst specified. The product is [CH3:19][O:20][C:21]1[CH:26]=[CH:25][CH:24]=[CH:23][C:22]=1[N:27]1[CH2:32][CH2:31][N:30]([CH2:11][CH2:10][CH:9]([C:7]([CH:1]2[CH2:6][CH2:5][CH2:4][CH2:3][CH2:2]2)=[O:8])[C:13]2[CH:18]=[CH:17][CH:16]=[CH:15][CH:14]=2)[CH2:29][CH2:28]1. The yield is 0.790.